The task is: Regression. Given two drug SMILES strings and cell line genomic features, predict the synergy score measuring deviation from expected non-interaction effect.. This data is from NCI-60 drug combinations with 297,098 pairs across 59 cell lines. Drug 1: CC1=C(C=C(C=C1)NC(=O)C2=CC=C(C=C2)CN3CCN(CC3)C)NC4=NC=CC(=N4)C5=CN=CC=C5. Drug 2: CN1C2=C(C=C(C=C2)N(CCCl)CCCl)N=C1CCCC(=O)O.Cl. Cell line: OVCAR-5. Synergy scores: CSS=-1.20, Synergy_ZIP=0.991, Synergy_Bliss=0.497, Synergy_Loewe=-3.06, Synergy_HSA=-2.67.